From a dataset of Forward reaction prediction with 1.9M reactions from USPTO patents (1976-2016). Predict the product of the given reaction. (1) Given the reactants Br[C:2]1[CH:9]=[CH:8][C:5]([CH:6]=[O:7])=[C:4]([F:10])[CH:3]=1.[C:11]1(B(O)O)[CH:16]=[CH:15][CH:14]=[CH:13][CH:12]=1, predict the reaction product. The product is: [F:10][C:4]1[CH:3]=[C:2]([C:11]2[CH:16]=[CH:15][CH:14]=[CH:13][CH:12]=2)[CH:9]=[CH:8][C:5]=1[CH:6]=[O:7]. (2) Given the reactants [CH3:1][N:2]1[C:10]2[C:5](=[CH:6][CH:7]=[CH:8][CH:9]=2)[C:4]([C:11](=O)[CH2:12][NH:13][C:14](=[O:30])[NH:15][C:16]2[C:24]3[C:19](=[CH:20][CH:21]=[CH:22][CH:23]=3)[N:18]([C:25]([O:27][CH2:28][CH3:29])=[O:26])[CH:17]=2)=[CH:3]1, predict the reaction product. The product is: [CH2:28]([O:27][C:25]([N:18]1[C:19]2[C:24](=[CH:23][CH:22]=[CH:21][CH:20]=2)[C:16]([N:15]2[C:11]([C:4]3[C:5]4[C:10](=[CH:9][CH:8]=[CH:7][CH:6]=4)[N:2]([CH3:1])[CH:3]=3)=[CH:12][NH:13][C:14]2=[O:30])=[CH:17]1)=[O:26])[CH3:29]. (3) Given the reactants [C:1]([C:3]1[N:7]([CH3:8])[C:6]([NH:9][C:10](=[O:19])[C:11]([CH:13]2[CH2:18][CH2:17][CH2:16][CH2:15][CH2:14]2)=[O:12])=[CH:5][CH:4]=1)#[N:2].[CH2:20]([Mg]Cl)[C:21]1[CH:26]=[CH:25][CH:24]=[CH:23][CH:22]=1, predict the reaction product. The product is: [C:1]([C:3]1[N:7]([CH3:8])[C:6]([NH:9][C:10](=[O:19])[C:11]([CH:13]2[CH2:18][CH2:17][CH2:16][CH2:15][CH2:14]2)([OH:12])[CH2:20][C:21]2[CH:26]=[CH:25][CH:24]=[CH:23][CH:22]=2)=[CH:5][CH:4]=1)#[N:2]. (4) Given the reactants [Cl:1][C:2]1[S:6][C:5]([S:7]([N:10]([CH2:29][O:30][CH2:31][CH2:32][Si:33]([CH3:36])([CH3:35])[CH3:34])[C:11]2[C:19]3[C:14](=[CH:15][CH:16]=[CH:17][C:18]=3[O:20][CH3:21])[N:13](C(OC(C)(C)C)=O)[N:12]=2)(=[O:9])=[O:8])=[CH:4][CH:3]=1.C(=O)([O-])[O-].[Na+].[Na+].C(Cl)Cl, predict the reaction product. The product is: [Cl:1][C:2]1[S:6][C:5]([S:7]([N:10]([C:11]2[C:19]3[C:14](=[CH:15][CH:16]=[CH:17][C:18]=3[O:20][CH3:21])[NH:13][N:12]=2)[CH2:29][O:30][CH2:31][CH2:32][Si:33]([CH3:36])([CH3:34])[CH3:35])(=[O:9])=[O:8])=[CH:4][CH:3]=1. (5) Given the reactants [Cl:1][C:2]1[CH:28]=[CH:27][C:5]2[N:6]=[C:7]([N:9]3[CH2:14][CH2:13][N:12]([CH2:15][C:16]4C=[CH:20][CH:19]=[C:18](C)[C:17]=4OCOC)[CH2:11][CH2:10]3)[S:8][C:4]=2[CH:3]=1.Cl.[O:30]1[CH2:35][CH2:34]OCC1.C(=O)([O-])O.[Na+], predict the reaction product. The product is: [Cl:1][C:2]1[CH:28]=[CH:27][C:5]2[N:6]=[C:7]([N:9]3[CH2:14][CH2:13][N:12]([CH2:15][C:16]4[CH:17]=[CH:18][C:19]([CH3:20])=[C:35]([OH:30])[CH:34]=4)[CH2:11][CH2:10]3)[S:8][C:4]=2[CH:3]=1.